This data is from Forward reaction prediction with 1.9M reactions from USPTO patents (1976-2016). The task is: Predict the product of the given reaction. (1) Given the reactants C(OC(=O)[NH:7][CH2:8][C:9]1[CH:14]=[C:13]([N:15]([CH2:17][CH2:18][O:19][CH3:20])[CH3:16])[CH:12]=[C:11]([Cl:21])[C:10]=1[F:22])(C)(C)C.Cl, predict the reaction product. The product is: [NH2:7][CH2:8][C:9]1[CH:14]=[C:13]([N:15]([CH2:17][CH2:18][O:19][CH3:20])[CH3:16])[CH:12]=[C:11]([Cl:21])[C:10]=1[F:22]. (2) Given the reactants [C:1]([N:4]1[CH2:12][CH2:11][CH:7]([C:8](Cl)=[O:9])[CH2:6][CH2:5]1)(=[O:3])[CH3:2].[Cl-:13].[Al+3].[Cl-].[Cl-].[CH:17]1[C:22]([Cl:23])=[CH:21][CH:20]=[C:19](Cl)[CH:18]=1, predict the reaction product. The product is: [Cl:13][C:20]1[CH:21]=[C:22]([Cl:23])[CH:17]=[CH:18][C:19]=1[C:8]([CH:7]1[CH2:11][CH2:12][N:4]([C:1](=[O:3])[CH3:2])[CH2:5][CH2:6]1)=[O:9]. (3) Given the reactants [F:1][C:2]1[CH:7]=[CH:6][C:5]([F:8])=[CH:4][C:3]=1[CH2:9][CH2:10][NH:11][C:12]([NH:14][C:15]1[CH:20]=[CH:19][C:18]([S:21]([N:24]2[CH2:29][CH2:28][CH:27]([CH:30](OC)[O:31]C)[CH2:26][CH2:25]2)(=[O:23])=[O:22])=[CH:17][CH:16]=1)=[O:13], predict the reaction product. The product is: [F:1][C:2]1[CH:7]=[CH:6][C:5]([F:8])=[CH:4][C:3]=1[CH2:9][CH2:10][NH:11][C:12]([NH:14][C:15]1[CH:16]=[CH:17][C:18]([S:21]([N:24]2[CH2:25][CH2:26][CH:27]([CH:30]=[O:31])[CH2:28][CH2:29]2)(=[O:22])=[O:23])=[CH:19][CH:20]=1)=[O:13]. (4) Given the reactants [Cl:1][C:2]1[CH:3]=[C:4]([CH2:9][N:10]2[C:14]([CH3:15])=[C:13]([C:16]([NH:18][C:19]3[CH:20]=[C:21]([C:29](OC)=[O:30])[CH:22]=[C:23]([C:25](OC)=[O:26])[CH:24]=3)=[O:17])[N:12]=[N:11]2)[CH:5]=[CH:6][C:7]=1[Cl:8].CC(C[AlH]CC(C)C)C.C1(C)C=CC=CC=1.[NH4+].[Cl-], predict the reaction product. The product is: [OH:26][CH2:25][C:23]1[CH:24]=[C:19]([NH:18][C:16]([C:13]2[N:12]=[N:11][N:10]([CH2:9][C:4]3[CH:5]=[CH:6][C:7]([Cl:8])=[C:2]([Cl:1])[CH:3]=3)[C:14]=2[CH3:15])=[O:17])[CH:20]=[C:21]([CH2:29][OH:30])[CH:22]=1. (5) Given the reactants [Cl:1][C:2]1[CH:14]=[C:13]([Cl:15])[C:12]([O:16][C:17]2[N:21]([CH3:22])[N:20]=[C:19]([CH:23]([CH3:25])[CH3:24])[C:18]=2[CH:26]=[CH2:27])=[CH:11][C:3]=1[O:4][C@@H:5]([CH3:10])[C:6]([O:8]C)=[O:7].O.[OH-].[Li+].Cl, predict the reaction product. The product is: [Cl:1][C:2]1[CH:14]=[C:13]([Cl:15])[C:12]([O:16][C:17]2[N:21]([CH3:22])[N:20]=[C:19]([CH:23]([CH3:24])[CH3:25])[C:18]=2[CH:26]=[CH2:27])=[CH:11][C:3]=1[O:4][C@@H:5]([CH3:10])[C:6]([OH:8])=[O:7]. (6) Given the reactants [Al+3].[Cl-].[Cl-].[Cl-].[N+:5]([C:8]1[CH:9]=[C:10]([CH:14]=[CH:15][CH:16]=1)[C:11](Cl)=[O:12])([O-:7])=[O:6].[Br:17][C:18]1[CH:23]=[CH:22][CH:21]=[CH:20][CH:19]=1, predict the reaction product. The product is: [Br:17][C:18]1[CH:23]=[CH:22][C:21]([C:11]([C:10]2[CH:14]=[CH:15][CH:16]=[C:8]([N+:5]([O-:7])=[O:6])[CH:9]=2)=[O:12])=[CH:20][CH:19]=1. (7) Given the reactants [N+:1]([C:4]1[CH:5]=[C:6]([S:10](Cl)(=[O:12])=[O:11])[CH:7]=[CH:8][CH:9]=1)([O-:3])=[O:2].[CH2:14]([O:17][C:18]([NH:20][CH:21]([C:28]1[CH:33]=[CH:32][CH:31]=[C:30]([NH2:34])[CH:29]=1)[CH2:22][C:23]([O:25][CH2:26][CH3:27])=[O:24])=[O:19])[CH:15]=[CH2:16], predict the reaction product. The product is: [CH2:14]([O:17][C:18]([NH:20][CH:21]([C:28]1[CH:33]=[CH:32][CH:31]=[C:30]([NH:34][S:10]([C:6]2[CH:7]=[CH:8][CH:9]=[C:4]([N+:1]([O-:3])=[O:2])[CH:5]=2)(=[O:12])=[O:11])[CH:29]=1)[CH2:22][C:23]([O:25][CH2:26][CH3:27])=[O:24])=[O:19])[CH:15]=[CH2:16]. (8) Given the reactants Br[C:2]1[N:6]([CH2:7][C:8]2[CH:13]=[CH:12][CH:11]=[C:10]([F:14])[CH:9]=2)[C:5](=[O:15])[N:4]([CH2:16][C:17]([O:19][CH3:20])=[O:18])[N:3]=1.[Cl:21][C:22]1[CH:27]=[CH:26][C:25](B(O)O)=[C:24]([O:31][CH3:32])[CH:23]=1.C(=O)([O-])[O-].[Na+].[Na+].Cl, predict the reaction product. The product is: [Cl:21][C:22]1[CH:27]=[CH:26][C:25]([C:2]2[N:6]([CH2:7][C:8]3[CH:13]=[CH:12][CH:11]=[C:10]([F:14])[CH:9]=3)[C:5](=[O:15])[N:4]([CH2:16][C:17]([O:19][CH3:20])=[O:18])[N:3]=2)=[C:24]([O:31][CH3:32])[CH:23]=1. (9) Given the reactants [NH2:1][C:2]1[C:7]([F:8])=[C:6]([C:9]2[CH:14]=[CH:13][C:12]([C:15]([F:18])([F:17])[F:16])=[C:11]([F:19])[CH:10]=2)[N:5]=[C:4]([C:20]([O:22][CH3:23])=[O:21])[CH:3]=1.[I:24](O)(=O)(=O)=O.II, predict the reaction product. The product is: [NH2:1][C:2]1[C:7]([F:8])=[C:6]([C:9]2[CH:14]=[CH:13][C:12]([C:15]([F:18])([F:17])[F:16])=[C:11]([F:19])[CH:10]=2)[N:5]=[C:4]([C:20]([O:22][CH3:23])=[O:21])[C:3]=1[I:24].